From a dataset of Reaction yield outcomes from USPTO patents with 853,638 reactions. Predict the reaction yield, written as a fraction of the theoretical maximum amount of product (1.0 means a 100% yield; for example, 0.34 means a 34% yield). (1) The reactants are [CH3:1][O:2][C:3]1[CH:4]=[C:5]2[C:10](=[CH:11][C:12]=1[O:13][CH3:14])[N:9]=[CH:8][CH:7]=[C:6]2[O:15][C:16]1[CH:22]=[CH:21][C:19]([NH2:20])=[C:18]([CH3:23])[C:17]=1[CH3:24].Cl[C:26](Cl)([O:28][C:29](=[O:35])OC(Cl)(Cl)Cl)Cl.[CH:37]1(O)[CH2:41]C[CH2:39][CH2:38]1.C(=O)(O)[O-].[Na+]. The catalyst is C(Cl)Cl.C(N(CC)CC)C.C1(C)C=CC=CC=1. The product is [CH3:1][O:2][C:3]1[CH:4]=[C:5]2[C:10](=[CH:11][C:12]=1[O:13][CH3:14])[N:9]=[CH:8][CH:7]=[C:6]2[O:15][C:16]1[CH:22]=[CH:21][C:19]([NH:20][C:29](=[O:35])[O:28][CH:26]2[CH2:39][CH2:38][CH2:37][CH2:41]2)=[C:18]([CH3:23])[C:17]=1[CH3:24]. The yield is 0.840. (2) The yield is 0.610. The reactants are C[O:2][C:3]([C:5]1[C:6]([C:10]2[CH:15]=[CH:14][CH:13]=[CH:12][CH:11]=2)=[N:7][O:8][CH:9]=1)=O.C(OC(C1C(C2C=CC=CC=2F)=NOC=1C)=O)C. No catalyst specified. The product is [C:10]1([C:6]2[C:5]([CH2:3][OH:2])=[CH:9][O:8][N:7]=2)[CH:11]=[CH:12][CH:13]=[CH:14][CH:15]=1. (3) The reactants are C([O-])=O.[K+].C(O)=O.[Cl:8][C:9]1[CH:10]=[C:11]([C:15](=[O:17])[CH3:16])[CH:12]=[CH:13][CH:14]=1. The catalyst is [Ru].CO. The product is [Cl:8][C:9]1[CH:10]=[C:11]([C@@H:15]([OH:17])[CH3:16])[CH:12]=[CH:13][CH:14]=1. The yield is 0.850. (4) The reactants are [CH2:1]([N:3]1[C:7]([CH2:8][C:9]2[CH:14]=[CH:13][C:12]([CH2:15][N:16]3[CH:21]=[CH:20][CH:19]=[CH:18][C:17]3=[O:22])=[CH:11][CH:10]=2)=[C:6]([CH3:23])[CH:5]=[C:4]1[C:24]([O:26]CC)=[O:25])[CH3:2].[OH-].[Li+]. The catalyst is C1COCC1.CO.O. The product is [CH2:1]([N:3]1[C:7]([CH2:8][C:9]2[CH:10]=[CH:11][C:12]([CH2:15][N:16]3[CH:21]=[CH:20][CH:19]=[CH:18][C:17]3=[O:22])=[CH:13][CH:14]=2)=[C:6]([CH3:23])[CH:5]=[C:4]1[C:24]([OH:26])=[O:25])[CH3:2]. The yield is 0.930. (5) The catalyst is ClCCl.CN(C)C1C=CN=CC=1. The reactants are [N+:1]([C:4]1[CH:9]=[CH:8][C:7]([N:10]2[CH2:15][CH2:14][CH2:13][CH2:12][CH2:11]2)=[CH:6][C:5]=1[C:16]1[CH:21]=[C:20]([NH:22][CH2:23][C:24]2[CH:29]=[CH:28][CH:27]=[C:26]([C:30]([F:33])([F:32])[F:31])[CH:25]=2)[CH:19]=[CH:18][N:17]=1)([O-:3])=[O:2].[CH3:34][C:35]([O:38][C:39](O[C:39]([O:38][C:35]([CH3:37])([CH3:36])[CH3:34])=[O:40])=[O:40])([CH3:37])[CH3:36]. The product is [N+:1]([C:4]1[CH:9]=[CH:8][C:7]([N:10]2[CH2:11][CH2:12][CH2:13][CH2:14][CH2:15]2)=[CH:6][C:5]=1[C:16]1[CH:21]=[C:20]([N:22]([CH2:23][C:24]2[CH:29]=[CH:28][CH:27]=[C:26]([C:30]([F:33])([F:32])[F:31])[CH:25]=2)[C:39](=[O:40])[O:38][C:35]([CH3:37])([CH3:36])[CH3:34])[CH:19]=[CH:18][N:17]=1)([O-:3])=[O:2]. The yield is 0.930. (6) The reactants are [N:1]([CH2:4][CH2:5][NH:6][C:7](=[O:21])[CH2:8][CH2:9][CH2:10][CH2:11][CH2:12][CH2:13]CCCCCCC)=[N+:2]=[N-:3].[I:22]C1C=CC=CC=1C(Cl)=O.N(CCN)=[N+]=[N-].C(N(CC)CC)C. The catalyst is ClCCl. The product is [N:1]([CH2:4][CH2:5][NH:6][C:7](=[O:21])[C:8]1[CH:9]=[CH:10][CH:11]=[CH:12][C:13]=1[I:22])=[N+:2]=[N-:3]. The yield is 0.740. (7) The reactants are C(NC(C)C)(C)C.[N:8]1([C:17]([O:19][C:20]([CH3:23])([CH3:22])[CH3:21])=[O:18])[CH2:12][CH2:11][CH2:10][CH:9]1[C:13]([O:15]C)=O.[CH2:24]([NH:31][CH2:32]C#N)[C:25]1[CH:30]=[CH:29][CH:28]=[CH:27][CH:26]=1.[NH4+].[Cl-]. The catalyst is C1COCC1.C([Li])CCC. The product is [CH2:24]([N:31]1[C:13](=[O:15])[C:9]2([CH2:10][CH2:11][CH2:12][N:8]2[C:17]([O:19][C:20]([CH3:23])([CH3:22])[CH3:21])=[O:18])[CH2:32]1)[C:25]1[CH:30]=[CH:29][CH:28]=[CH:27][CH:26]=1. The yield is 0.760.